From a dataset of Full USPTO retrosynthesis dataset with 1.9M reactions from patents (1976-2016). Predict the reactants needed to synthesize the given product. (1) Given the product [N:9]1([C:14]([O:8][CH2:7][C:3]2[CH:2]=[N:1][CH:6]=[CH:5][CH:4]=2)=[O:15])[CH:13]=[CH:12][N:11]=[CH:10]1, predict the reactants needed to synthesize it. The reactants are: [N:1]1[CH:6]=[CH:5][CH:4]=[C:3]([CH2:7][OH:8])[CH:2]=1.[N:9]1([C:14](N2C=CN=C2)=[O:15])[CH:13]=[CH:12][N:11]=[CH:10]1. (2) The reactants are: Cl.[F:2][C:3]1[CH:4]=[C:5]([CH:25]=[CH:26][C:27]=1[OH:28])[NH:6][C:7]1[C:16]2[C:11](=[CH:12][CH:13]=[CH:14][C:15]=2[O:17][CH:18]2[CH2:23][CH2:22][N:21]([CH3:24])[CH2:20][CH2:19]2)[N:10]=[CH:9][N:8]=1.Cl.[N:30]1[CH:35]=[CH:34][CH:33]=[CH:32][C:31]=1[CH2:36]Cl. Given the product [F:2][C:3]1[CH:4]=[C:5]([CH:25]=[CH:26][C:27]=1[O:28][CH2:36][C:31]1[CH:32]=[CH:33][CH:34]=[CH:35][N:30]=1)[NH:6][C:7]1[C:16]2[C:11](=[CH:12][CH:13]=[CH:14][C:15]=2[O:17][CH:18]2[CH2:23][CH2:22][N:21]([CH3:24])[CH2:20][CH2:19]2)[N:10]=[CH:9][N:8]=1, predict the reactants needed to synthesize it. (3) Given the product [F:15][C:16]([F:27])([F:26])[C:17]1[CH:22]=[CH:21][C:20]([C:2]2[CH:14]=[CH:13][C:5]3[S:6][C:7]([C:9]([O:11][CH3:12])=[O:10])=[CH:8][C:4]=3[CH:3]=2)=[CH:19][CH:18]=1, predict the reactants needed to synthesize it. The reactants are: Br[C:2]1[CH:14]=[CH:13][C:5]2[S:6][C:7]([C:9]([O:11][CH3:12])=[O:10])=[CH:8][C:4]=2[CH:3]=1.[F:15][C:16]([F:27])([F:26])[C:17]1[CH:22]=[CH:21][C:20](B(O)O)=[CH:19][CH:18]=1.[Cl-].[Li+].C(=O)([O-])[O-].[Na+].[Na+]. (4) Given the product [C:28]([CH2:27][O:26][C:6]1[C:7]2[S:12][CH:11]=[C:10]([C:13]3[CH:18]=[CH:17][CH:16]=[C:15]([N:19]([CH:20]4[CH2:25][CH2:24][CH2:23][CH2:22][CH2:21]4)[C:34]([O:36][CH3:37])=[O:35])[CH:14]=3)[C:8]=2[S:9][C:5]=1[C:3]([OH:4])=[O:2])([OH:30])=[O:29].[CH3:1][O:2][C:3]([C:5]1[S:9][C:8]2[C:10]([C:13]3[CH:18]=[CH:17][CH:16]=[C:15]([N:19]([CH:20]4[CH2:25][CH2:24][CH2:23][CH2:22][CH2:21]4)[C:34]([O:36][CH3:37])=[O:35])[CH:14]=3)=[CH:11][S:12][C:7]=2[C:6]=1[O:26][CH2:27][C:28]([O:30][CH2:31][CH3:32])=[O:29])=[O:4], predict the reactants needed to synthesize it. The reactants are: [CH3:1][O:2][C:3]([C:5]1[S:9][C:8]2[C:10]([C:13]3[CH:18]=[CH:17][CH:16]=[C:15]([NH:19][CH:20]4[CH2:25][CH2:24][CH2:23][CH2:22][CH2:21]4)[CH:14]=3)=[CH:11][S:12][C:7]=2[C:6]=1[O:26][CH2:27][C:28]([O:30][CH2:31][CH3:32])=[O:29])=[O:4].Cl[C:34]([O:36][CH3:37])=[O:35]. (5) Given the product [C:1]1([C:7]2[O:8][C:9]3[CH:15]=[CH:14][C:13]([NH:16][C:17](=[O:21])[CH:18]([CH3:20])[CH3:19])=[CH:12][C:10]=3[CH:11]=2)[CH:2]=[CH:3][CH:4]=[CH:5][CH:6]=1, predict the reactants needed to synthesize it. The reactants are: [C:1]1([C:7]2[O:8][C:9]3[CH:15]=[CH:14][C:13]([NH2:16])=[CH:12][C:10]=3[CH:11]=2)[CH:6]=[CH:5][CH:4]=[CH:3][CH:2]=1.[C:17](Cl)(=[O:21])[CH:18]([CH3:20])[CH3:19].C(OCC)(=O)C. (6) The reactants are: [Br:1][C:2]1[CH:3]=[C:4]([CH2:8][CH2:9][CH2:10]O)[CH:5]=[CH:6][CH:7]=1.C(N(C(C)C)CC)(C)C.CS(Cl)(=O)=O.Cl.[N:27]1([C:33]([O:35][CH2:36][C:37]([NH:39][CH3:40])=[O:38])=[O:34])[CH2:32][CH2:31][NH:30][CH2:29][CH2:28]1.C(=O)([O-])[O-].[K+].[K+]. Given the product [Br:1][C:2]1[CH:3]=[C:4]([CH2:8][CH2:9][CH2:10][N:30]2[CH2:29][CH2:28][N:27]([C:33]([O:35][CH2:36][C:37]([NH:39][CH3:40])=[O:38])=[O:34])[CH2:32][CH2:31]2)[CH:5]=[CH:6][CH:7]=1, predict the reactants needed to synthesize it. (7) Given the product [CH:1]([CH:4]1[N:9]([C:22]2[N:27]=[C:26]([C:28]([F:31])([F:30])[F:29])[CH:25]=[CH:24][N:23]=2)[CH2:8][CH2:7][N:6]2[C:10]3[CH:16]=[C:15]([S:17]([CH3:20])(=[O:18])=[O:19])[CH:14]=[CH:13][C:11]=3[N:12]=[C:5]12)([CH3:3])[CH3:2], predict the reactants needed to synthesize it. The reactants are: [CH:1]([CH:4]1[NH:9][CH2:8][CH2:7][N:6]2[C:10]3[CH:16]=[C:15]([S:17]([CH3:20])(=[O:19])=[O:18])[CH:14]=[CH:13][C:11]=3[N:12]=[C:5]12)([CH3:3])[CH3:2].Cl[C:22]1[N:27]=[C:26]([C:28]([F:31])([F:30])[F:29])[CH:25]=[CH:24][N:23]=1.CCN(C(C)C)C(C)C.O. (8) Given the product [CH2:17]([O:16][C:12]1[CH:11]=[C:10]([CH:15]=[CH:14][CH:13]=1)[CH2:9][N:6]1[CH2:7][CH2:8][CH:4]([N:1]2[CH:40]=[C:39]([C:41]3[CH:46]=[CH:45][CH:44]=[CH:43][N:42]=3)[N:3]=[N:2]2)[CH2:5]1)[CH:18]([CH3:20])[CH3:19], predict the reactants needed to synthesize it. The reactants are: [N:1]([CH:4]1[CH2:8][CH2:7][N:6]([CH2:9][C:10]2[CH:15]=[CH:14][CH:13]=[C:12]([O:16][CH2:17][CH:18]([CH3:20])[CH3:19])[CH:11]=2)[CH2:5]1)=[N+:2]=[N-:3].C(O)(C)(C)C.O=C1O[C@H]([C@H](CO)O)C([O-])=C1O.[Na+].[C:39]([C:41]1[CH:46]=[CH:45][CH:44]=[CH:43][N:42]=1)#[CH:40]. (9) Given the product [CH2:1]([O:5][C:6]([NH:8][NH:9][CH2:10][C:11]1[CH:12]=[C:13]2[C:17](=[CH:18][CH:19]=1)[NH:16][CH:15]=[C:14]2[CH2:20][CH2:21][N:22]([CH3:23])[CH3:24])=[O:7])[CH:2]([CH3:4])[CH3:3], predict the reactants needed to synthesize it. The reactants are: [CH2:1]([O:5][C:6]([NH:8][N:9]=[CH:10][C:11]1[CH:12]=[C:13]2[C:17](=[CH:18][CH:19]=1)[NH:16][CH:15]=[C:14]2[CH2:20][CH2:21][N:22]([CH3:24])[CH3:23])=[O:7])[CH:2]([CH3:4])[CH3:3].